Dataset: Full USPTO retrosynthesis dataset with 1.9M reactions from patents (1976-2016). Task: Predict the reactants needed to synthesize the given product. (1) Given the product [C:10]([N:13]1[C:22]2[C:17](=[CH:18][C:19]([C:5]3[CH:4]=[N:3][N:2]([CH3:1])[CH:6]=3)=[CH:20][CH:21]=2)[C@H:16]([NH:24][C:25](=[O:34])[O:26][CH2:27][C:28]2[CH:33]=[CH:32][CH:31]=[CH:30][CH:29]=2)[C@@H:15]([CH3:35])[C@@H:14]1[CH:36]1[CH2:37][CH2:38]1)(=[O:12])[CH3:11], predict the reactants needed to synthesize it. The reactants are: [CH3:1][N:2]1[CH:6]=[C:5](B(O)O)[CH:4]=[N:3]1.[C:10]([N:13]1[C:22]2[C:17](=[CH:18][C:19](Br)=[CH:20][CH:21]=2)[C@H:16]([NH:24][C:25](=[O:34])[O:26][CH2:27][C:28]2[CH:33]=[CH:32][CH:31]=[CH:30][CH:29]=2)[C@@H:15]([CH3:35])[C@@H:14]1[CH:36]1[CH2:38][CH2:37]1)(=[O:12])[CH3:11].P([O-])([O-])([O-])=O.CC(C1C=C(C(C)C)C(C2C=CC=CC=2P(C2CCCCC2)C2CCCCC2)=C(C(C)C)C=1)C. (2) Given the product [N:2]1[CH:7]=[CH:6][CH:5]=[C:4]([CH2:8][C:9]([NH2:10])=[S:1])[CH:3]=1, predict the reactants needed to synthesize it. The reactants are: [SH2:1].[N:2]1[CH:7]=[CH:6][CH:5]=[C:4]([CH2:8][C:9]#[N:10])[CH:3]=1.C(NCC)C.